This data is from Full USPTO retrosynthesis dataset with 1.9M reactions from patents (1976-2016). The task is: Predict the reactants needed to synthesize the given product. (1) The reactants are: CC1C=CC(S(O[CH2:12][C:13]2([CH3:31])[CH2:17][C:16]3[CH:18]=[C:19]([Cl:30])[CH:20]=[C:21](OS(C(F)(F)F)(=O)=O)[C:15]=3[O:14]2)(=O)=O)=CC=1.[S:32]1[CH:36]=[CH:35][C:34](B(O)O)=[CH:33]1.C(=O)([O-])[O-].[K+].[K+].C(C1C=CC=CC=1B1OC(C)(C)C(C)(C)O1)(C)C.CC1C=CC(S(OCC2(C)CC3C=C(Cl)C=C(C4C=CSC=4)C=3O2)(=O)=O)=CC=1.S(C1C=CC(C)=CC=1)([O-])(=O)=O.[N-:103]=[N+:104]=[N-:105].[Na+].N(CC1CC2C=C(Cl)C=C(C3C=CSC=3)C=2O1)=[N+]=[N-]. Given the product [N:103]([CH2:12][C:13]1([CH3:31])[CH2:17][C:16]2[CH:18]=[C:19]([Cl:30])[CH:20]=[C:21]([C:34]3[CH:35]=[CH:36][S:32][CH:33]=3)[C:15]=2[O:14]1)=[N+:104]=[N-:105], predict the reactants needed to synthesize it. (2) Given the product [CH3:18][C@@H:17]1[CH2:16][CH2:15][N:14]([C:19](=[O:21])[CH3:20])[CH2:13][C@@H:12]1[N:2]([CH3:1])[C:3]1[C:4]2[CH:11]=[CH:10][NH:9][C:5]=2[N:6]=[CH:7][N:8]=1, predict the reactants needed to synthesize it. The reactants are: [CH3:1][N:2]([C@@H:12]1[C@H:17]([CH3:18])[CH2:16][CH2:15][NH:14][CH2:13]1)[C:3]1[C:4]2[CH:11]=[CH:10][NH:9][C:5]=2[N:6]=[CH:7][N:8]=1.[C:19](Cl)(=[O:21])[CH3:20]. (3) Given the product [CH2:1]([CH:8]1[CH2:9][CH2:10][N:11]([CH2:14][CH2:15][NH:16][C:25]([NH:24][C:22]2[CH:23]=[C:18]([CH3:17])[N:19]=[C:20]([CH3:36])[CH:21]=2)=[O:26])[CH2:12][CH2:13]1)[C:2]1[CH:7]=[CH:6][CH:5]=[CH:4][CH:3]=1, predict the reactants needed to synthesize it. The reactants are: [CH2:1]([CH:8]1[CH2:13][CH2:12][N:11]([CH2:14][CH2:15][NH2:16])[CH2:10][CH2:9]1)[C:2]1[CH:7]=[CH:6][CH:5]=[CH:4][CH:3]=1.[CH3:17][C:18]1[CH:23]=[C:22]([NH:24][C:25](NC2C=C(C)N=C(C)C=2)=[O:26])[CH:21]=[C:20]([CH3:36])[N:19]=1. (4) Given the product [CH3:1][O:2][C:3](=[O:19])[CH:4]([CH2:10][C:11]1[CH:16]=[CH:15][C:14]([O:17][CH:23]([CH:20]2[CH2:21][CH2:22]2)[C:25]2[S:29][C:28]([C:30]3[CH:31]=[CH:32][C:33]([C:36]([F:38])([F:39])[F:37])=[CH:34][CH:35]=3)=[N:27][C:26]=2[CH3:40])=[CH:13][C:12]=1[CH3:18])[CH2:5][CH2:6][CH2:7][CH2:8][CH3:9], predict the reactants needed to synthesize it. The reactants are: [CH3:1][O:2][C:3](=[O:19])[CH:4]([CH2:10][C:11]1[CH:16]=[CH:15][C:14]([OH:17])=[CH:13][C:12]=1[CH3:18])[CH2:5][CH2:6][CH2:7][CH2:8][CH3:9].[CH:20]1([CH:23]([C:25]2[S:29][C:28]([C:30]3[CH:35]=[CH:34][C:33]([C:36]([F:39])([F:38])[F:37])=[CH:32][CH:31]=3)=[N:27][C:26]=2[CH3:40])O)[CH2:22][CH2:21]1.C(P(CCCC)CCCC)CCC.CN(C)C(N=NC(N(C)C)=O)=O.